This data is from Full USPTO retrosynthesis dataset with 1.9M reactions from patents (1976-2016). The task is: Predict the reactants needed to synthesize the given product. (1) The reactants are: [C:1]([C:3]1[CH:8]=[CH:7][C:6]([O:9][CH3:10])=[CH:5][C:4]=1[CH2:11][C:12]([OH:14])=O)#[N:2].O=S(Cl)[Cl:17]. Given the product [Cl:17][C:1]1[C:3]2[C:4](=[CH:5][C:6]([O:9][CH3:10])=[CH:7][CH:8]=2)[CH:11]=[C:12]([OH:14])[N:2]=1, predict the reactants needed to synthesize it. (2) Given the product [NH2:1][C:4]1[CH:9]=[CH:8][CH:7]=[CH:6][C:5]=1[CH2:10][C:11]([O:13][CH2:14][CH3:15])=[O:12], predict the reactants needed to synthesize it. The reactants are: [N+:1]([C:4]1[CH:9]=[CH:8][CH:7]=[CH:6][C:5]=1[CH2:10][C:11]([O:13][CH2:14][CH3:15])=[O:12])([O-])=O.N#N. (3) The reactants are: [F:1][C:2]1[C:7]([O:8][CH3:9])=[CH:6][C:5]([O:10][CH3:11])=[C:4]([F:12])[C:3]=1[C:13]1[N:18]=[C:17]2[NH:19][N:20]=[C:21](I)[C:16]2=[CH:15][N:14]=1.[OH:23][C@@H:24]1[CH2:29][CH2:28][C@H:27]([N:30]2[CH2:38][C:37]3[C:32](=[CH:33][CH:34]=[C:35](B4OC(C)(C)C(C)(C)O4)[CH:36]=3)[C:31]2=[O:48])[CH2:26][CH2:25]1. Given the product [F:1][C:2]1[C:7]([O:8][CH3:9])=[CH:6][C:5]([O:10][CH3:11])=[C:4]([F:12])[C:3]=1[C:13]1[N:18]=[C:17]2[NH:19][N:20]=[C:21]([C:35]3[CH:36]=[C:37]4[C:32](=[CH:33][CH:34]=3)[C:31](=[O:48])[N:30]([C@H:27]3[CH2:26][CH2:25][C@@H:24]([OH:23])[CH2:29][CH2:28]3)[CH2:38]4)[C:16]2=[CH:15][N:14]=1, predict the reactants needed to synthesize it.